This data is from Forward reaction prediction with 1.9M reactions from USPTO patents (1976-2016). The task is: Predict the product of the given reaction. (1) Given the reactants Br[C:2]1[CH:7]=[CH:6][C:5]([C:8]2[N:14]([CH2:15][CH:16]3[CH2:19][N:18]([C:20]([CH:22]4[CH2:24][CH2:23]4)=[O:21])[CH2:17]3)[C:13](=[O:25])[C:10]3([CH2:12][CH2:11]3)[N:9]=2)=[CH:4][CH:3]=1.[O:26]1[C:30]2[CH:31]=[CH:32][C:33](B3OC(C)(C)C(C)(C)O3)=[CH:34][C:29]=2[CH:28]=[CH:27]1.C([O-])([O-])=O.[Na+].[Na+], predict the reaction product. The product is: [O:26]1[C:30]2[CH:31]=[CH:32][C:33]([C:2]3[CH:7]=[CH:6][C:5]([C:8]4[N:14]([CH2:15][CH:16]5[CH2:19][N:18]([C:20]([CH:22]6[CH2:24][CH2:23]6)=[O:21])[CH2:17]5)[C:13](=[O:25])[C:10]5([CH2:11][CH2:12]5)[N:9]=4)=[CH:4][CH:3]=3)=[CH:34][C:29]=2[CH:28]=[CH:27]1. (2) The product is: [F:1][C:2]1[CH:7]=[CH:6][C:5]([NH:8][C:9]2[N:14]3[N:15]=[CH:16][C:17]([C:18]([NH:42][S:39]([CH2:37][CH3:38])(=[O:41])=[O:40])=[O:19])=[C:13]3[N:12]=[CH:11][C:10]=2[C:21]([N:23]2[CH2:28][CH2:27][C:26]([F:35])([C:29]3[CH:30]=[CH:31][CH:32]=[CH:33][CH:34]=3)[CH2:25][CH2:24]2)=[O:22])=[C:4]([CH3:36])[CH:3]=1. Given the reactants [F:1][C:2]1[CH:7]=[CH:6][C:5]([NH:8][C:9]2[N:14]3[N:15]=[CH:16][C:17]([C:18](O)=[O:19])=[C:13]3[N:12]=[CH:11][C:10]=2[C:21]([N:23]2[CH2:28][CH2:27][C:26]([F:35])([C:29]3[CH:34]=[CH:33][CH:32]=[CH:31][CH:30]=3)[CH2:25][CH2:24]2)=[O:22])=[C:4]([CH3:36])[CH:3]=1.[CH2:37]([S:39]([NH2:42])(=[O:41])=[O:40])[CH3:38], predict the reaction product. (3) The product is: [OH:23][C:24]1[CH:32]=[CH:31][C:27]([C:28]([NH:22][C:20]2[CH:19]=[N:18][N:17]([C:14]3[CH:15]=[CH:16][C:11]([O:10][CH2:9][CH2:8][CH2:7][N:3]4[CH2:4][CH2:5][CH2:6][C@H:2]4[CH3:1])=[CH:12][CH:13]=3)[CH:21]=2)=[O:29])=[CH:26][CH:25]=1. Given the reactants [CH3:1][C@@H:2]1[CH2:6][CH2:5][CH2:4][N:3]1[CH2:7][CH2:8][CH2:9][O:10][C:11]1[CH:16]=[CH:15][C:14]([N:17]2[CH:21]=[C:20]([NH2:22])[CH:19]=[N:18]2)=[CH:13][CH:12]=1.[OH:23][C:24]1[CH:32]=[CH:31][C:27]([C:28](O)=[O:29])=[CH:26][CH:25]=1.O.ON1C2C=CC=CC=2N=N1.Cl.CN(C)CCCN=C=NCC, predict the reaction product. (4) Given the reactants Cl[C:2]1[N:11]=[C:10]([NH:12][CH2:13][C:14]2[CH:19]=[CH:18][CH:17]=[CH:16][N:15]=2)[C:9]2[C:4](=[CH:5][CH:6]=[CH:7][C:8]=2[C:20]2[CH:25]=[CH:24][CH:23]=[CH:22][CH:21]=2)[N:3]=1.C([Sn](CCCC)(CCCC)[C:31]([O:33][CH2:34][CH3:35])=[CH2:32])CCC, predict the reaction product. The product is: [CH2:34]([O:33][C:31]([C:2]1[N:11]=[C:10]([NH:12][CH2:13][C:14]2[CH:19]=[CH:18][CH:17]=[CH:16][N:15]=2)[C:9]2[C:4](=[CH:5][CH:6]=[CH:7][C:8]=2[C:20]2[CH:25]=[CH:24][CH:23]=[CH:22][CH:21]=2)[N:3]=1)=[CH2:32])[CH3:35]. (5) Given the reactants [C:1]([O:5][C:6]([N:8]1[CH2:13][CH2:12][C@H:11]([C:14]2[CH:19]=[CH:18][C:17]([O:20][CH2:21][CH2:22][O:23][C:24]3[C:29]([Cl:30])=[CH:28][C:27]([CH3:31])=[CH:26][C:25]=3[Cl:32])=[CH:16][CH:15]=2)[C@@H:10]([C:33]([N:35]([CH2:39][C:40]2[CH:41]=[C:42]([CH:51]=[C:52]([CH2:54][CH2:55][CH2:56][O:57][CH3:58])[CH:53]=2)[O:43][CH2:44][C@@H:45]2[CH2:47][C@H:46]2[C:48]([OH:50])=[O:49])[CH:36]2[CH2:38][CH2:37]2)=[O:34])[CH2:9]1)=[O:7])([CH3:4])([CH3:3])[CH3:2].[N+:59]([O-:73])([O:61][CH2:62][C@H:63]([O:69][N+:70]([O-:72])=[O:71])[CH2:64][CH2:65][CH2:66][CH2:67]O)=[O:60].Cl.CN(C)CCCN=C=NCC, predict the reaction product. The product is: [N+:70]([O:69][C@@H:63]([CH2:62][O:61][N+:59]([O-:73])=[O:60])[CH2:64][CH2:65][CH2:66][CH2:67][O:49][C:48]([C@@H:46]1[CH2:47][C@H:45]1[CH2:44][O:43][C:42]1[CH:41]=[C:40]([CH:53]=[C:52]([CH2:54][CH2:55][CH2:56][O:57][CH3:58])[CH:51]=1)[CH2:39][N:35]([CH:36]1[CH2:37][CH2:38]1)[C:33]([C@@H:10]1[C@@H:11]([C:14]2[CH:19]=[CH:18][C:17]([O:20][CH2:21][CH2:22][O:23][C:24]3[C:29]([Cl:30])=[CH:28][C:27]([CH3:31])=[CH:26][C:25]=3[Cl:32])=[CH:16][CH:15]=2)[CH2:12][CH2:13][N:8]([C:6]([O:5][C:1]([CH3:2])([CH3:4])[CH3:3])=[O:7])[CH2:9]1)=[O:34])=[O:50])([O-:72])=[O:71]. (6) Given the reactants [CH3:1][O:2][C:3]([CH:5]1[CH2:9][CH2:8][C:7]2([CH2:14][CH2:13][CH2:12][CH2:11][CH2:10]2)[CH:6]1[O:15][Si](CC)(CC)CC)=[O:4].[F-].C([N+](CCCC)(CCCC)CCCC)CCC.[Cl-].[NH4+], predict the reaction product. The product is: [CH3:1][O:2][C:3]([CH:5]1[CH2:9][CH2:8][C:7]2([CH2:10][CH2:11][CH2:12][CH2:13][CH2:14]2)[CH:6]1[OH:15])=[O:4]. (7) Given the reactants [Cl-:1].C(OC([NH:9][CH:10]1[CH2:15][CH2:14][CH2:13][N+:12]([CH2:31][CH2:32][CH2:33][C:34]2[CH:39]=[CH:38][C:37]([O:40][CH2:41][C:42]([O:44][CH3:45])=[O:43])=[CH:36][CH:35]=2)([CH2:16][CH2:17][CH2:18][C:19]2[CH:24]=[CH:23][C:22]([O:25][CH2:26][C:27]([O:29][CH3:30])=[O:28])=[CH:21][CH:20]=2)[CH2:11]1)=O)(C)(C)C.FC(F)(F)C(O)=O, predict the reaction product. The product is: [ClH:1].[Cl-:1].[NH2:9][CH:10]1[CH2:15][CH2:14][CH2:13][N+:12]([CH2:31][CH2:32][CH2:33][C:34]2[CH:39]=[CH:38][C:37]([O:40][CH2:41][C:42]([O:44][CH3:45])=[O:43])=[CH:36][CH:35]=2)([CH2:16][CH2:17][CH2:18][C:19]2[CH:20]=[CH:21][C:22]([O:25][CH2:26][C:27]([O:29][CH3:30])=[O:28])=[CH:23][CH:24]=2)[CH2:11]1. (8) Given the reactants [CH2:1]([O:3][C:4](=[O:18])[C:5]1[CH:10]=[C:9]([O:11][CH2:12][CH3:13])[C:8]([NH2:14])=[C:7]([O:15][CH2:16][CH3:17])[CH:6]=1)[CH3:2].C(O)(=O)C.CO[CH:25]1[CH2:29][CH2:28][CH:27](OC)O1, predict the reaction product. The product is: [CH2:1]([O:3][C:4](=[O:18])[C:5]1[CH:10]=[C:9]([O:11][CH2:12][CH3:13])[C:8]([N:14]2[CH:25]=[CH:29][CH:28]=[CH:27]2)=[C:7]([O:15][CH2:16][CH3:17])[CH:6]=1)[CH3:2].